This data is from Full USPTO retrosynthesis dataset with 1.9M reactions from patents (1976-2016). The task is: Predict the reactants needed to synthesize the given product. Given the product [F:26][C:24]1[CH:23]=[C:22]([N:27]2[CH2:32][CH2:31][O:30][CH2:29][CH2:28]2)[CH:21]=[C:20]([F:19])[C:25]=1[B:5]1[O:6][C:7]([CH3:12])([CH3:13])[C:8]([CH3:10])([CH3:11])[O:9]1, predict the reactants needed to synthesize it. The reactants are: C(O[B:5]1[O:9][C:8]([CH3:11])([CH3:10])[C:7]([CH3:13])([CH3:12])[O:6]1)(C)C.C([Li])CCC.[F:19][C:20]1[CH:21]=[C:22]([N:27]2[CH2:32][CH2:31][O:30][CH2:29][CH2:28]2)[CH:23]=[C:24]([F:26])[CH:25]=1.